This data is from Reaction yield outcomes from USPTO patents with 853,638 reactions. The task is: Predict the reaction yield, written as a fraction of the theoretical maximum amount of product (1.0 means a 100% yield; for example, 0.34 means a 34% yield). (1) The reactants are [NH2:1][C:2]1[N:6]([CH:7]2[CH2:12][CH2:11][CH2:10][N:9]([C:13]([O:15][CH2:16][C:17]3[CH:22]=[CH:21][CH:20]=[CH:19][CH:18]=3)=[O:14])[CH2:8]2)[N:5]=[C:4]([C:23]2[CH:28]=[CH:27][C:26](OC3C=CC=CC=3)=[CH:25][CH:24]=2)[C:3]=1[C:36]#[N:37].[I:38]C1C=C(C(OC)=C(C#N)C#N)C=CC=1.Cl.C(OC(N1CCCC(NN)C1)=O)C1C=CC=CC=1. No catalyst specified. The product is [NH2:1][C:2]1[N:6]([CH:7]2[CH2:12][CH2:11][CH2:10][N:9]([C:13]([O:15][CH2:16][C:17]3[CH:22]=[CH:21][CH:20]=[CH:19][CH:18]=3)=[O:14])[CH2:8]2)[N:5]=[C:4]([C:23]2[CH:28]=[CH:27][CH:26]=[C:25]([I:38])[CH:24]=2)[C:3]=1[C:36]#[N:37]. The yield is 0.620. (2) The product is [CH3:1][O:2][C:3]1[CH:4]=[C:5]2[C:10](=[CH:11][C:12]=1[O:13][CH3:14])[N:9]=[CH:8][CH:7]=[C:6]2[O:15][C:16]1[CH:22]=[CH:21][C:19]([NH:20][C:27](=[O:33])[O:28][CH2:29][C:39]2[CH:40]=[CH:41][C:36]([Cl:35])=[CH:37][CH:38]=2)=[CH:18][CH:17]=1. The catalyst is C(Cl)Cl.C(N(CC)CC)C.C1(C)C=CC=CC=1. The reactants are [CH3:1][O:2][C:3]1[CH:4]=[C:5]2[C:10](=[CH:11][C:12]=1[O:13][CH3:14])[N:9]=[CH:8][CH:7]=[C:6]2[O:15][C:16]1[CH:22]=[CH:21][C:19]([NH2:20])=[CH:18][CH:17]=1.ClC(Cl)(O[C:27](=[O:33])[O:28][C:29](Cl)(Cl)Cl)Cl.[Cl:35][C:36]1[CH:41]=[CH:40][C:39](CO)=[CH:38][CH:37]=1.C(=O)(O)[O-].[Na+]. The yield is 0.860.